Dataset: Full USPTO retrosynthesis dataset with 1.9M reactions from patents (1976-2016). Task: Predict the reactants needed to synthesize the given product. (1) Given the product [CH2:1]([O:8][C:9]1[C:17]([C:18]2[NH:23][C:22](=[O:24])[C:21]([C:25]([OH:27])=[O:26])=[CH:20][C:19]=2[CH2:29][CH3:30])=[CH:16][CH:15]=[C:14]2[C:10]=1[CH:11]=[CH:12][N:13]2[CH3:31])[C:2]1[CH:7]=[CH:6][CH:5]=[CH:4][CH:3]=1, predict the reactants needed to synthesize it. The reactants are: [CH2:1]([O:8][C:9]1[C:17]([C:18]2[NH:23][C:22](=[O:24])[C:21]([C:25]([O:27]C)=[O:26])=[CH:20][C:19]=2[CH2:29][CH3:30])=[CH:16][CH:15]=[C:14]2[C:10]=1[CH:11]=[CH:12][N:13]2[CH3:31])[C:2]1[CH:7]=[CH:6][CH:5]=[CH:4][CH:3]=1.[Li+].[OH-]. (2) Given the product [NH2:46]/[C:39](=[N:38]\[O:11][C:10]([C@@H:9]1[CH2:13][CH2:14][CH2:15][N:8]1[C:1]([O:3][C:4]([CH3:7])([CH3:6])[CH3:5])=[O:2])=[O:12])/[C:40]1[CH:41]=[N:42][CH:43]=[CH:44][CH:45]=1, predict the reactants needed to synthesize it. The reactants are: [C:1]([N:8]1[CH2:15][CH2:14][CH2:13][C@H:9]1[C:10]([OH:12])=[O:11])([O:3][C:4]([CH3:7])([CH3:6])[CH3:5])=[O:2].CCN=C=NCCCN(C)C.C1C=CC2N(O)N=NC=2C=1.O/[N:38]=[C:39](\[NH2:46])/[C:40]1[CH:45]=[CH:44][CH:43]=[N:42][CH:41]=1. (3) The reactants are: [Cl:1][C:2]1[CH:7]=[CH:6][CH:5]=[C:4]([C:8]([F:11])([F:10])[F:9])[N:3]=1.[Cl-].[Li+].Cl[Mg]N1C(C)(C)CCCC1(C)C.[C:26]([O:30][C:31](O[C:31]([O:30][C:26]([CH3:29])([CH3:28])[CH3:27])=[O:32])=[O:32])([CH3:29])([CH3:28])[CH3:27]. Given the product [Cl:1][C:2]1[CH:7]=[C:6]([CH:5]=[C:4]([C:8]([F:9])([F:10])[F:11])[N:3]=1)[C:31]([O:30][C:26]([CH3:29])([CH3:28])[CH3:27])=[O:32], predict the reactants needed to synthesize it. (4) Given the product [F:44][CH:2]([F:1])[C:3]1[CH:12]=[C:11]2[C:6]([CH2:7][CH2:8][CH2:9][N:10]2[C:13]2[C:17]3[CH2:18][NH:19][CH2:20][CH2:21][C:16]=3[N:15]([CH:29]3[CH2:34][CH2:33][S:32](=[O:36])(=[O:35])[CH2:31][CH2:30]3)[N:14]=2)=[CH:5][C:4]=1[C:37]1[CH:38]=[N:39][N:40]([CH3:43])[C:41]=1[CH3:42], predict the reactants needed to synthesize it. The reactants are: [F:1][CH:2]([F:44])[C:3]1[CH:12]=[C:11]2[C:6]([CH2:7][CH2:8][CH2:9][N:10]2[C:13]2[C:17]3[CH2:18][N:19](C(OC(C)(C)C)=O)[CH2:20][CH2:21][C:16]=3[N:15]([CH:29]3[CH2:34][CH2:33][S:32](=[O:36])(=[O:35])[CH2:31][CH2:30]3)[N:14]=2)=[CH:5][C:4]=1[C:37]1[CH:38]=[N:39][N:40]([CH3:43])[C:41]=1[CH3:42].FC(F)(F)C(O)=O. (5) Given the product [CH3:57][S:58]([NH:1][C:2]1[CH:3]=[C:4]([S:8]([N:11]([C:18]2[CH:23]=[CH:22][CH:21]=[CH:20][C:19]=2[C:24]([O:41][Si:42]([CH2:43][CH3:44])([CH2:45][CH3:46])[CH2:47][CH3:48])([C:37]([F:40])([F:38])[F:39])[C:25]#[C:26][C:27]2[CH:28]=[CH:29][C:30]([S:33]([CH3:36])(=[O:35])=[O:34])=[CH:31][CH:32]=2)[CH2:12][CH2:13][C:14]([F:17])([F:16])[F:15])(=[O:9])=[O:10])[CH:5]=[CH:6][CH:7]=1)(=[O:60])=[O:59], predict the reactants needed to synthesize it. The reactants are: [NH2:1][C:2]1[CH:3]=[C:4]([S:8]([N:11]([C:18]2[CH:23]=[CH:22][CH:21]=[CH:20][C:19]=2[C:24]([O:41][Si:42]([CH2:47][CH3:48])([CH2:45][CH3:46])[CH2:43][CH3:44])([C:37]([F:40])([F:39])[F:38])[C:25]#[C:26][C:27]2[CH:32]=[CH:31][C:30]([S:33]([CH3:36])(=[O:35])=[O:34])=[CH:29][CH:28]=2)[CH2:12][CH2:13][C:14]([F:17])([F:16])[F:15])(=[O:10])=[O:9])[CH:5]=[CH:6][CH:7]=1.N1C(C)=CC=CC=1C.[CH3:57][S:58](Cl)(=[O:60])=[O:59].